From a dataset of Catalyst prediction with 721,799 reactions and 888 catalyst types from USPTO. Predict which catalyst facilitates the given reaction. (1) Reactant: [OH:1][C:2]1[CH:11]=[CH:10][C:9]([N+:12]([O-:14])=[O:13])=[CH:8][C:3]=1[C:4]([O:6][CH3:7])=[O:5].[F:15][C:16]1[CH:21]=[CH:20][C:19]([CH:22]([C:24]2[CH:29]=[CH:28][C:27]([C:30]([F:33])([F:32])[F:31])=[CH:26][CH:25]=2)O)=[CH:18][CH:17]=1.C1(C)C=CC=CC=1.C1(P(C2C=CC=CC=2)C2C=CC=CC=2)C=CC=CC=1. Product: [F:15][C:16]1[CH:17]=[CH:18][C:19]([CH:22]([C:24]2[CH:29]=[CH:28][C:27]([C:30]([F:31])([F:32])[F:33])=[CH:26][CH:25]=2)[O:1][C:2]2[CH:11]=[CH:10][C:9]([N+:12]([O-:14])=[O:13])=[CH:8][C:3]=2[C:4]([O:6][CH3:7])=[O:5])=[CH:20][CH:21]=1. The catalyst class is: 3. (2) Reactant: [S:1]1[C:5]([NH:6][C:7]2[CH:12]=[C:11](Cl)[N:10]=[C:9]([S:14][C:15]3[CH:28]=[CH:27][C:18]([C:19]([NH:21][CH2:22][C:23]([F:26])([F:25])[F:24])=[O:20])=[CH:17][CH:16]=3)[N:8]=2)=[N:4][CH:3]=[N:2]1.Cl.[CH:30]1([C:33]2([F:37])[CH2:36][NH:35][CH2:34]2)[CH2:32][CH2:31]1.CCN(C(C)C)C(C)C.ClCCl. The catalyst class is: 12. Product: [S:1]1[C:5]([NH:6][C:7]2[CH:12]=[C:11]([N:35]3[CH2:36][C:33]([CH:30]4[CH2:32][CH2:31]4)([F:37])[CH2:34]3)[N:10]=[C:9]([S:14][C:15]3[CH:28]=[CH:27][C:18]([C:19]([NH:21][CH2:22][C:23]([F:26])([F:25])[F:24])=[O:20])=[CH:17][CH:16]=3)[N:8]=2)=[N:4][CH:3]=[N:2]1. (3) Reactant: [CH3:1][N:2]([CH3:19])[CH2:3][CH2:4][N:5]([CH3:18])[C:6]([C@H:8]1[CH2:13][CH2:12][C@H:11]([C:14]([O:16]C)=[O:15])[CH2:10][CH2:9]1)=[O:7].[OH-].[Na+].Cl. Product: [CH3:1][N:2]([CH3:19])[CH2:3][CH2:4][N:5]([CH3:18])[C:6]([C@H:8]1[CH2:13][CH2:12][C@H:11]([C:14]([OH:16])=[O:15])[CH2:10][CH2:9]1)=[O:7]. The catalyst class is: 5. (4) Reactant: Cl[C:2]1[C:11]2[C:6](=[CH:7][C:8]([O:14][CH2:15][CH2:16][CH2:17][N:18]3[CH2:23][CH2:22][O:21][CH2:20][CH2:19]3)=[C:9]([O:12][CH3:13])[CH:10]=2)[N:5]=[CH:4][N:3]=1.C(=O)([O-])[O-].[K+].[K+].[OH:30][C:31]1[CH:40]=[C:39]2[C:34]([CH:35]=[CH:36][CH:37]=[N:38]2)=[CH:33][CH:32]=1.[OH-].[Na+]. Product: [CH3:13][O:12][C:9]1[CH:10]=[C:11]2[C:6](=[CH:7][C:8]=1[O:14][CH2:15][CH2:16][CH2:17][N:18]1[CH2:23][CH2:22][O:21][CH2:20][CH2:19]1)[N:5]=[CH:4][N:3]=[C:2]2[O:30][C:31]1[CH:40]=[C:39]2[C:34]([CH:35]=[CH:36][CH:37]=[N:38]2)=[CH:33][CH:32]=1. The catalyst class is: 3.